This data is from hERG Central: cardiac toxicity at 1µM, 10µM, and general inhibition. The task is: Predict hERG channel inhibition at various concentrations. (1) The compound is NC(=S)N/N=C1\CCOc2ccc(F)cc21. Results: hERG_inhib (hERG inhibition (general)): blocker. (2) The compound is CCCCc1ccc(NC(=O)CSc2nc(=O)n(CCN(CC)CC)c3c2CCCC3)cc1. Results: hERG_inhib (hERG inhibition (general)): blocker. (3) The molecule is CCOC(=O)C1(CCOc2ccccc2)CCN(Cc2ccccc2OC)CC1. Results: hERG_inhib (hERG inhibition (general)): blocker. (4) The drug is Cc1ccc(/C=C/C(=O)NCCCN2CCN(CCCNC(=O)/C=C/c3ccc(C)o3)CC2)o1. Results: hERG_inhib (hERG inhibition (general)): blocker. (5) The molecule is CCOC(=O)N1CCC(N2CCCC(C(=O)c3cccc(OC(C)C)c3)C2)CC1. Results: hERG_inhib (hERG inhibition (general)): blocker. (6) The molecule is Cc1csc2nc(COC(=O)c3ccc(Cl)c([N+](=O)[O-])c3)cc(=O)n12. Results: hERG_inhib (hERG inhibition (general)): blocker.